Task: Predict the reaction yield, written as a fraction of the theoretical maximum amount of product (1.0 means a 100% yield; for example, 0.34 means a 34% yield).. Dataset: Reaction yield outcomes from USPTO patents with 853,638 reactions (1) The reactants are [O:1]1[C:5]2[CH:6]=[CH:7][CH:8]=[C:9]([C:10](=[O:12])[CH3:11])[C:4]=2[CH2:3][CH2:2]1.CNC1C=CC=CC=1.[C:21]([OH:27])([C:23](F)(F)F)=O.C=O. The catalyst is O1CCOCC1.CC(OC)(C)C. The product is [O:1]1[C:5]2[CH:6]=[CH:7][CH:8]=[C:9]([C:10](=[O:12])[CH3:11])[C:4]=2[CH2:3][CH2:2]1.[CH2:3]1[CH2:2][O:1][C:5]2[CH:6]=[CH:7][C:8]3[CH2:9][CH2:10][C:21](=[O:27])[C:23]=3[C:4]1=2. The yield is 0.350. (2) The yield is 0.290. The reactants are Cl.[F:2][C:3]1[CH:20]=[CH:19][C:6]([CH2:7][C:8]2[N:12]=[C:11]([C@H:13]3[CH2:18][CH2:17][CH2:16][NH:15][CH2:14]3)[O:10][N:9]=2)=[CH:5][CH:4]=1.[F:21][C:22]1[CH:23]=[C:24]([CH:28]=[CH:29][C:30]=1[F:31])[C:25](Cl)=[O:26]. No catalyst specified. The product is [F:21][C:22]1[CH:23]=[C:24]([C:25]([N:15]2[CH2:16][CH2:17][CH2:18][C@H:13]([C:11]3[O:10][N:9]=[C:8]([CH2:7][C:6]4[CH:19]=[CH:20][C:3]([F:2])=[CH:4][CH:5]=4)[N:12]=3)[CH2:14]2)=[O:26])[CH:28]=[CH:29][C:30]=1[F:31]. (3) The catalyst is C(O)C.O. The product is [O:34]=[S:2]1(=[O:1])[C:8]2[CH:9]=[C:10]([O:15][CH2:16][C:17]([OH:19])=[O:18])[C:11]([O:13][CH3:14])=[CH:12][C:7]=2[N:6]([C:22]2[CH:27]=[CH:26][CH:25]=[CH:24][CH:23]=2)[CH2:5][C:4]([CH2:30][CH2:31][CH2:32][CH3:33])([CH2:28][CH3:29])[CH2:3]1. The reactants are [O:1]=[S:2]1(=[O:34])[C:8]2[CH:9]=[C:10]([O:15][CH2:16][C:17]([O:19]CC)=[O:18])[C:11]([O:13][CH3:14])=[CH:12][C:7]=2[N:6]([C:22]2[CH:27]=[CH:26][CH:25]=[CH:24][CH:23]=2)[CH2:5][C:4]([CH2:30][CH2:31][CH2:32][CH3:33])([CH2:28][CH3:29])[CH2:3]1.[OH-].[Na+].CC(O)=O. The yield is 0.970. (4) The reactants are [CH2:1]([O:8][CH2:9][CH2:10][O:11][C:12]1[CH:20]=[C:19]2[C:15]([C:16]([NH:21][C:22](=[O:30])[C:23]3[CH:28]=[CH:27][C:26](Br)=[CH:25][CH:24]=3)=[N:17][NH:18]2)=[CH:14][CH:13]=1)[C:2]1[CH:7]=[CH:6][CH:5]=[CH:4][CH:3]=1.[CH3:31][N:32]([CH3:39])[CH:33]1[CH2:38][CH2:37][NH:36][CH2:35][CH2:34]1.[Li+].C[Si]([N-][Si](C)(C)C)(C)C.O. The catalyst is C1COCC1.C1C=CC(/C=C/C(/C=C/C2C=CC=CC=2)=O)=CC=1.C1C=CC(/C=C/C(/C=C/C2C=CC=CC=2)=O)=CC=1.C1C=CC(/C=C/C(/C=C/C2C=CC=CC=2)=O)=CC=1.[Pd].[Pd].C1(P(C2CCCCC2)C2C=CC=CC=2C2C=CC=CC=2N(C)C)CCCCC1. The yield is 0.730. The product is [CH2:1]([O:8][CH2:9][CH2:10][O:11][C:12]1[CH:20]=[C:19]2[C:15]([C:16]([NH:21][C:22](=[O:30])[C:23]3[CH:28]=[CH:27][C:26]([N:36]4[CH2:37][CH2:38][CH:33]([N:32]([CH3:39])[CH3:31])[CH2:34][CH2:35]4)=[CH:25][CH:24]=3)=[N:17][NH:18]2)=[CH:14][CH:13]=1)[C:2]1[CH:7]=[CH:6][CH:5]=[CH:4][CH:3]=1. (5) The reactants are Cl[C:2]1[N:7]2[N:8]=[C:9]([CH2:11][CH2:12][CH3:13])[CH:10]=[C:6]2[N:5]=[C:4]([CH3:14])[C:3]=1[CH:15]([CH2:20][CH2:21][CH3:22])[C:16]([O:18][CH3:19])=[O:17].[CH3:23][C:24]1[CH:29]=[CH:28][C:27](B(O)O)=[CH:26][CH:25]=1.C(N(C(C)C)CC)(C)C. The catalyst is COCCOC.O. The product is [CH3:14][C:4]1[C:3]([CH:15]([CH2:20][CH2:21][CH3:22])[C:16]([O:18][CH3:19])=[O:17])=[C:2]([C:27]2[CH:28]=[CH:29][C:24]([CH3:23])=[CH:25][CH:26]=2)[N:7]2[N:8]=[C:9]([CH2:11][CH2:12][CH3:13])[CH:10]=[C:6]2[N:5]=1. The yield is 0.390. (6) The reactants are Br[C:2]1[CH:11]=[C:10]2[C:5]([C:6]([C:13]3[CH:18]=[CH:17][C:16]([C:19]4([F:23])[CH2:22][O:21][CH2:20]4)=[CH:15][C:14]=3[O:24][CH3:25])=[N:7][C:8]([CH3:12])=[N:9]2)=[CH:4][CH:3]=1.CC1(C)C2C(=C(P(C3C=CC=CC=3)C3C=CC=CC=3)C=CC=2)OC2C(P(C3C=CC=CC=3)C3C=CC=CC=3)=CC=CC1=2.CCN(C(C)C)C(C)C.[CH2:77]([SH:84])[C:78]1[CH:83]=[CH:82][CH:81]=[CH:80][CH:79]=1. The catalyst is C1C=CC(/C=C/C(/C=C/C2C=CC=CC=2)=O)=CC=1.C1C=CC(/C=C/C(/C=C/C2C=CC=CC=2)=O)=CC=1.C1C=CC(/C=C/C(/C=C/C2C=CC=CC=2)=O)=CC=1.[Pd].[Pd]. The product is [CH2:77]([S:84][C:2]1[CH:11]=[C:10]2[C:5]([C:6]([C:13]3[CH:18]=[CH:17][C:16]([C:19]4([F:23])[CH2:22][O:21][CH2:20]4)=[CH:15][C:14]=3[O:24][CH3:25])=[N:7][C:8]([CH3:12])=[N:9]2)=[CH:4][CH:3]=1)[C:78]1[CH:83]=[CH:82][CH:81]=[CH:80][CH:79]=1. The yield is 0.418.